Dataset: Forward reaction prediction with 1.9M reactions from USPTO patents (1976-2016). Task: Predict the product of the given reaction. (1) Given the reactants Cl[C:2]1[O:3][CH:4]=[C:5]([C:7]([N:9]2[CH2:14][CH2:13][N:12]([C:15]([O:17][C:18]([CH3:21])([CH3:20])[CH3:19])=[O:16])[CH2:11][CH:10]2[CH2:22][O:23][C:24]2[CH:25]=[N:26][CH:27]=[CH:28][CH:29]=2)=[O:8])[N:6]=1.[NH:30]1[CH2:35][CH2:34][O:33][CH2:32][CH2:31]1.C(=O)([O-])[O-].[K+].[K+], predict the reaction product. The product is: [O:33]1[CH2:34][CH2:35][N:30]([C:2]2[O:3][CH:4]=[C:5]([C:7]([N:9]3[CH2:14][CH2:13][N:12]([C:15]([O:17][C:18]([CH3:21])([CH3:20])[CH3:19])=[O:16])[CH2:11][CH:10]3[CH2:22][O:23][C:24]3[CH:25]=[N:26][CH:27]=[CH:28][CH:29]=3)=[O:8])[N:6]=2)[CH2:31][CH2:32]1. (2) The product is: [Br:1][C:2]1[CH:3]=[C:4]([C:8]2[S:24][C:11]([CH3:12])=[CH:10][CH:9]=2)[CH:5]=[CH:6][CH:7]=1. Given the reactants [Br:1][C:2]1[CH:3]=[C:4]([C:8](=O)[CH2:9][CH2:10][C:11](=O)[CH3:12])[CH:5]=[CH:6][CH:7]=1.COC1C=CC(P2(SP(C3C=CC(OC)=CC=3)(=S)S2)=[S:24])=CC=1, predict the reaction product. (3) The product is: [CH:25]1([C:28]2[N:32]3[CH:33]=[C:34]([C:41]4[CH:45]=[CH:44][O:43][CH:42]=4)[CH:35]=[C:36]([C:37]([F:38])([F:40])[F:39])[C:31]3=[N:30][C:29]=2[C:46]([N:49]2[CH2:53][CH:52]=[C:51]([C:54]3[S:55][CH:56]=[CH:57][N:58]=3)[CH2:50]2)=[O:47])[CH2:27][CH2:26]1. Given the reactants CN(C(ON1N=NC2C=CC=NC1=2)=[N+](C)C)C.F[P-](F)(F)(F)(F)F.[CH:25]1([C:28]2[N:32]3[CH:33]=[C:34]([C:41]4[CH:45]=[CH:44][O:43][CH:42]=4)[CH:35]=[C:36]([C:37]([F:40])([F:39])[F:38])[C:31]3=[N:30][C:29]=2[C:46](O)=[O:47])[CH2:27][CH2:26]1.[NH:49]1[CH2:53][CH:52]=[C:51]([C:54]2[S:55][CH:56]=[CH:57][N:58]=2)[CH2:50]1, predict the reaction product. (4) The product is: [NH2:1][CH2:4][C@H:5]1[O:10][CH2:9][C@@H:8]([CH3:11])[N:7]([C:12]2[CH:17]=[C:16]([Cl:18])[N:15]=[C:14]([NH2:19])[N:13]=2)[CH2:6]1. Given the reactants [N:1]([CH2:4][C@H:5]1[O:10][CH2:9][C@@H:8]([CH3:11])[N:7]([C:12]2[CH:17]=[C:16]([Cl:18])[N:15]=[C:14]([NH2:19])[N:13]=2)[CH2:6]1)=[N+]=[N-], predict the reaction product. (5) Given the reactants [C:1]([O:5][C:6]([N:8]1[CH2:13][CH2:12][CH:11]([C:14]([OH:16])=O)[CH2:10][CH2:9]1)=[O:7])([CH3:4])([CH3:3])[CH3:2].CN(C(ON1N=NC2C=CC=NC1=2)=[N+](C)C)C.F[P-](F)(F)(F)(F)F.[CH3:41][C@@H:42]1[NH:48][CH2:47][C:46]2[CH:49]=[CH:50][C:51]([C:53]([O:55][CH3:56])=[O:54])=[CH:52][C:45]=2[O:44][CH2:43]1.CCN(C(C)C)C(C)C, predict the reaction product. The product is: [C:1]([O:5][C:6]([N:8]1[CH2:9][CH2:10][CH:11]([C:14]([N:48]2[CH2:47][C:46]3[CH:49]=[CH:50][C:51]([C:53]([O:55][CH3:56])=[O:54])=[CH:52][C:45]=3[O:44][CH2:43][C@@H:42]2[CH3:41])=[O:16])[CH2:12][CH2:13]1)=[O:7])([CH3:2])([CH3:3])[CH3:4]. (6) Given the reactants C[O:2][C:3](=[O:36])[CH2:4][C:5]1[CH:10]=[CH:9][CH:8]=[C:7]([O:11][CH2:12][CH2:13][CH2:14][N:15]([CH2:24][C:25]2[CH:30]=[CH:29][CH:28]=[C:27]([C:31]([F:34])([F:33])[F:32])[C:26]=2[Cl:35])[CH2:16][CH:17]([C:19]2[S:20][CH:21]=[CH:22][CH:23]=2)[CH3:18])[CH:6]=1.[Li+].[OH-].CC(O)=O.C(OCC)(=O)C, predict the reaction product. The product is: [ClH:35].[Cl:35][C:26]1[C:27]([C:31]([F:34])([F:32])[F:33])=[CH:28][CH:29]=[CH:30][C:25]=1[CH2:24][N:15]([CH2:16][CH:17]([C:19]1[S:20][CH:21]=[CH:22][CH:23]=1)[CH3:18])[CH2:14][CH2:13][CH2:12][O:11][C:7]1[CH:6]=[C:5]([CH2:4][C:3]([OH:36])=[O:2])[CH:10]=[CH:9][CH:8]=1. (7) Given the reactants F[C:2]1[CH:3]=[CH:4][C:5]2[NH:11][CH2:10][CH:9](C)[C:8](=S)[NH:7][C:6]=2[CH:14]=1.[C:15]([NH:18][NH2:19])(=O)C, predict the reaction product. The product is: [CH:15]1[N:7]2[C:6]3[CH:14]=[CH:2][CH:3]=[CH:4][C:5]=3[N:11]=[CH:10][CH2:9][C:8]2=[N:19][N:18]=1. (8) Given the reactants C(OC(=O)[N:7]([C@H:9]([C:11](=[O:37])[NH:12][C@H:13]1[CH2:19][S:18][C:17]2[C:20]([NH2:24])=[CH:21][CH:22]=[CH:23][C:16]=2[N:15]([CH2:25][C:26]2[C:35]3[C:30](=[CH:31][CH:32]=[CH:33][CH:34]=3)[CH:29]=[CH:28][CH:27]=2)[C:14]1=[O:36])[CH3:10])[CH3:8])(C)(C)C.[C:39]([Cl:47])(=[O:46])[C:40]1[CH:45]=[CH:44][CH:43]=[CH:42][CH:41]=1, predict the reaction product. The product is: [ClH:47].[CH3:8][NH:7][C@@H:9]([CH3:10])[C:11]([NH:12][C@H:13]1[CH2:19][S:18][C:17]2[C:20]([NH:24][C:39](=[O:46])[C:40]3[CH:45]=[CH:44][CH:43]=[CH:42][CH:41]=3)=[CH:21][CH:22]=[CH:23][C:16]=2[N:15]([CH2:25][C:26]2[C:35]3[C:30](=[CH:31][CH:32]=[CH:33][CH:34]=3)[CH:29]=[CH:28][CH:27]=2)[C:14]1=[O:36])=[O:37].